Dataset: Forward reaction prediction with 1.9M reactions from USPTO patents (1976-2016). Task: Predict the product of the given reaction. (1) Given the reactants [CH3:1][C:2]1[CH2:7][CH2:6][CH2:5][C:4](=[O:8])[CH:3]=1.C1(C)C(S(O)(=O)=O)=CC=CC=1.[CH2:20](O)[CH2:21][OH:22].O, predict the reaction product. The product is: [CH3:1][C:2]1[CH2:3][C:4]2([CH2:5][CH2:6][CH:7]=1)[O:22][CH2:21][CH2:20][O:8]2. (2) Given the reactants [Br:1][C:2]1[C:3]([C:9]2[S:10][CH:11]=[CH:12][CH:13]=2)=[N:4][C:5](Cl)=[N:6][CH:7]=1.C(=O)([O-])[O-].[K+].[K+].[NH2:20][CH2:21][CH2:22][N:23]1[CH2:27][CH2:26][NH:25][C:24]1=[O:28], predict the reaction product. The product is: [Br:1][C:2]1[C:3]([C:9]2[S:10][CH:11]=[CH:12][CH:13]=2)=[N:4][C:5]([NH:20][CH2:21][CH2:22][N:23]2[CH2:27][CH2:26][NH:25][C:24]2=[O:28])=[N:6][CH:7]=1. (3) Given the reactants [CH2:1]([C:3]1[S:28][C:6]2[N:7]([CH2:13][C:14]3[CH:19]=[CH:18][C:17]([C:20]4[C:21]([C:26]#[N:27])=[CH:22][CH:23]=[CH:24][CH:25]=4)=[CH:16][CH:15]=3)[C:8](=[O:12])[NH:9][C:10](=[O:11])[C:5]=2[CH:4]=1)[CH3:2].Br[CH2:30][C:31]([C:33]1[CH:38]=[CH:37][C:36]([O:39][C:40]([F:43])([F:42])[F:41])=[CH:35][CH:34]=1)=[O:32].[H-].[Na+].[Cl-].O[NH3+:48].[C:49](=[O:52])([O-])[OH:50].[Na+], predict the reaction product. The product is: [CH2:1]([C:3]1[S:28][C:6]2[N:7]([CH2:13][C:14]3[CH:19]=[CH:18][C:17]([C:20]4[CH:25]=[CH:24][CH:23]=[CH:22][C:21]=4[C:26]4[NH:48][C:49](=[O:52])[O:50][N:27]=4)=[CH:16][CH:15]=3)[C:8](=[O:12])[N:9]([CH2:30][C:31](=[O:32])[C:33]3[CH:38]=[CH:37][C:36]([O:39][C:40]([F:43])([F:42])[F:41])=[CH:35][CH:34]=3)[C:10](=[O:11])[C:5]=2[CH:4]=1)[CH3:2]. (4) Given the reactants C([O:4][C:5]1[CH:26]=[CH:25][C:8]([CH:9]2[CH:18]([OH:19])[C:17]3[C:12](=[C:13]([CH3:24])[C:14]([O:20]C(=O)C)=[CH:15][CH:16]=3)[O:11][CH2:10]2)=[CH:7][CH:6]=1)(=O)C.N1C=CN=C1, predict the reaction product. The product is: [OH:4][C:5]1[CH:26]=[CH:25][C:8]([CH:9]2[CH:18]([OH:19])[C:17]3[C:12](=[C:13]([CH3:24])[C:14]([OH:20])=[CH:15][CH:16]=3)[O:11][CH2:10]2)=[CH:7][CH:6]=1. (5) Given the reactants [CH2:9]([Se:8][Se:8][CH2:9][C@H:10]([NH2:14])[C:11]([OH:13])=[O:12])[C@H:10]([NH2:14])[C:11]([OH:13])=[O:12].[OH-].[Na+].[BH4-].[Na+].[CH:19](=O)[CH3:20], predict the reaction product. The product is: [CH3:19][CH:20]1[NH:14][C@H:10]([C:11]([OH:13])=[O:12])[CH2:9][Se:8]1. (6) The product is: [C:27]([C:31]1[O:32][C:33]2[C:39]([NH:40][C:8]3[CH:7]=[CH:6][C:5]4[C:10](=[CH:11][CH:12]=[CH:13][C:4]=4[NH:1][S:23]([C:18]4[CH:17]=[C:16]([F:15])[CH:21]=[C:20]([F:22])[CH:19]=4)(=[O:25])=[O:24])[N:9]=3)=[CH:38][CH:37]=[CH:36][C:34]=2[CH:35]=1)([CH3:30])([CH3:28])[CH3:29]. Given the reactants [N+:1]([C:4]1[CH:13]=[CH:12][CH:11]=[C:10]2[C:5]=1[CH:6]=[CH:7][C:8](Cl)=[N:9]2)([O-])=O.[F:15][C:16]1[CH:17]=[C:18]([S:23](Cl)(=[O:25])=[O:24])[CH:19]=[C:20]([F:22])[CH:21]=1.[C:27]([C:31]1[O:32][C:33]2[C:39]([NH2:40])=[CH:38][CH:37]=[CH:36][C:34]=2[CH:35]=1)([CH3:30])([CH3:29])[CH3:28], predict the reaction product.